From a dataset of Catalyst prediction with 721,799 reactions and 888 catalyst types from USPTO. Predict which catalyst facilitates the given reaction. (1) Reactant: C(OC(=O)[NH:7][CH2:8][CH2:9][CH2:10][CH2:11][CH2:12][N:13]1[CH2:18][CH2:17][N:16]([CH2:19][CH2:20][CH2:21][CH2:22][CH2:23][NH:24]C(OC(C)(C)C)=O)[CH2:15][CH2:14]1)(C)(C)C.FC(F)(F)C(O)=O. Product: [NH2:24][CH2:23][CH2:22][CH2:21][CH2:20][CH2:19][N:16]1[CH2:17][CH2:18][N:13]([CH2:12][CH2:11][CH2:10][CH2:9][CH2:8][NH2:7])[CH2:14][CH2:15]1. The catalyst class is: 2. (2) Product: [CH3:12][O:10][C:9](=[O:11])[CH2:8][C:3]1[CH:4]=[CH:5][CH:6]=[CH:7][C:2]=1[I:1]. Reactant: [I:1][C:2]1[CH:7]=[CH:6][CH:5]=[CH:4][C:3]=1[CH2:8][C:9]([OH:11])=[O:10].[C:12]([O-])([O-])=O.[K+].[K+].CI.O. The catalyst class is: 3.